Dataset: Catalyst prediction with 721,799 reactions and 888 catalyst types from USPTO. Task: Predict which catalyst facilitates the given reaction. (1) Reactant: [NH2:1][C:2]1[N:10]=[C:9]2[C:5]([N:6]=[CH:7][N:8]2[C@H:11]2[C@H:16]3[C@H:17]([OH:18])[C@:13]([CH2:19][OH:20])([CH2:14][O:15]3)[O:12]2)=[C:4]([NH2:21])[N:3]=1.[C:22](Cl)(=[O:29])[C:23]1[CH:28]=[CH:27][CH:26]=[CH:25][CH:24]=1.[CH2:31]([OH:33])[CH3:32].[OH-].[Na+]. Product: [C:22]([NH:1][C:2]1[N:10]=[C:9]2[C:5]([N:6]=[CH:7][N:8]2[C@H:11]2[C@H:16]3[C@H:17]([OH:18])[C@:13]([CH2:19][OH:20])([CH2:14][O:15]3)[O:12]2)=[C:4]([NH:21][C:31](=[O:33])[C:32]2[CH:14]=[CH:13][CH:17]=[CH:16][CH:11]=2)[N:3]=1)(=[O:29])[C:23]1[CH:28]=[CH:27][CH:26]=[CH:25][CH:24]=1. The catalyst class is: 436. (2) Reactant: [CH3:1][O:2][C:3]1[CH:4]=[C:5]([C:9]2([C:16]#[N:17])[CH2:14][CH2:13][C:12](=[O:15])[CH2:11][CH2:10]2)[CH:6]=[CH:7][CH:8]=1.[C:18](=O)([O-])[O-].[Na+].[Na+].N(N(C)C(OCC)=O)=O.C(O)(=O)C. Product: [CH3:1][O:2][C:3]1[CH:4]=[C:5]([C:9]2([C:16]#[N:17])[CH2:18][CH2:10][CH2:11][C:12](=[O:15])[CH2:13][CH2:14]2)[CH:6]=[CH:7][CH:8]=1. The catalyst class is: 5.